Dataset: Full USPTO retrosynthesis dataset with 1.9M reactions from patents (1976-2016). Task: Predict the reactants needed to synthesize the given product. (1) The reactants are: [CH:1]1([O:6][C:7](=[O:33])[C@@H:8]([NH:25]C(OC(C)(C)C)=O)[CH2:9][CH2:10][O:11][C:12]2[CH:21]=[C:20]3[C:15]([C:16]([Cl:22])=[CH:17][CH:18]=[N:19]3)=[CH:14][C:13]=2[O:23][CH3:24])[CH2:5][CH2:4][CH2:3][CH2:2]1.C(O)(C(F)(F)F)=O. Given the product [CH:1]1([O:6][C:7](=[O:33])[C@@H:8]([NH2:25])[CH2:9][CH2:10][O:11][C:12]2[CH:21]=[C:20]3[C:15]([C:16]([Cl:22])=[CH:17][CH:18]=[N:19]3)=[CH:14][C:13]=2[O:23][CH3:24])[CH2:5][CH2:4][CH2:3][CH2:2]1, predict the reactants needed to synthesize it. (2) Given the product [Cl:19][C:18]1[C:9]([CH2:8][N:4]2[CH2:5][CH2:6][CH2:7][C@H:2]([NH:1][C:74](=[O:75])[C@@H:73]([NH:72][C:70](=[O:71])[O:69][C:65]([CH3:67])([CH3:66])[CH3:68])[CH3:77])[CH2:3]2)=[C:10]([C:34]([F:35])([F:36])[F:37])[CH:11]=[C:12]2[C:17]=1[N:16]=[CH:15][N:14]([CH2:20][C:21]1[CH:26]=[C:25]([Cl:27])[CH:24]=[CH:23][C:22]=1[S:28]([CH2:31][CH3:32])(=[O:30])=[O:29])[C:13]2=[O:33], predict the reactants needed to synthesize it. The reactants are: [NH2:1][C@H:2]1[CH2:7][CH2:6][CH2:5][N:4]([CH2:8][C:9]2[C:18]([Cl:19])=[C:17]3[C:12]([C:13](=[O:33])[N:14]([CH2:20][C:21]4[CH:26]=[C:25]([Cl:27])[CH:24]=[CH:23][C:22]=4[S:28]([CH2:31][CH3:32])(=[O:30])=[O:29])[CH:15]=[N:16]3)=[CH:11][C:10]=2[C:34]([F:37])([F:36])[F:35])[CH2:3]1.NC1C=CC(C(F)(F)F)=CC=1C(NCC1C=C(Br)C=CC=1S(CC)(=O)=O)=O.[C:65]([O:69][C:70]([NH:72][C@@H:73]([CH3:77])[C:74](O)=[O:75])=[O:71])([CH3:68])([CH3:67])[CH3:66].CN(C(ON1N=NC2C=CC=NC1=2)=[N+](C)C)C.F[P-](F)(F)(F)(F)F. (3) Given the product [C:1]([O:4][CH:5]([CH2:11][C:12]1[N:13]=[CH:14][N:15]2[C:24]3[C:19](=[CH:20][C:21]([CH3:25])=[CH:22][CH:23]=3)[CH2:18][CH2:17][C:16]=12)[C:6]([O:8][CH2:9][CH3:10])=[O:7])(=[O:3])[CH3:2], predict the reactants needed to synthesize it. The reactants are: [C:1]([O:4][C:5](=[CH:11][C:12]1[N:13]=[CH:14][N:15]2[C:24]3[C:19](=[CH:20][C:21]([CH3:25])=[CH:22][CH:23]=3)[CH2:18][CH2:17][C:16]=12)[C:6]([O:8][CH2:9][CH3:10])=[O:7])(=[O:3])[CH3:2]. (4) Given the product [CH3:15][C:11]1[C:2]([NH2:1])=[C:3]([C:12]([OH:14])=[O:13])[C:4]2[C:9]([CH:10]=1)=[CH:8][CH:7]=[CH:6][CH:5]=2, predict the reactants needed to synthesize it. The reactants are: [NH2:1][C:2]1[CH:11]=[CH:10][C:9]2[C:4](=[CH:5][CH:6]=[CH:7][CH:8]=2)[C:3]=1[C:12]([OH:14])=[O:13].[CH3:15][Si](C=[N+]=[N-])(C)C. (5) Given the product [CH3:18][C:16]1[N:17]=[C:13]([C:9]2[C:8]([O:20][C:22]3[C:31]4[C:26](=[CH:27][C:28]([O:34][CH3:35])=[C:29]([O:32][CH3:33])[CH:30]=4)[N:25]=[CH:24][CH:23]=3)=[CH:7][C:6]([CH3:5])=[C:11]([CH3:12])[N:10]=2)[S:14][C:15]=1[CH3:19], predict the reactants needed to synthesize it. The reactants are: CS(C)=O.[CH3:5][C:6]1[CH:7]=[C:8]([OH:20])[C:9]([C:13]2[S:14][C:15]([CH3:19])=[C:16]([CH3:18])[N:17]=2)=[N:10][C:11]=1[CH3:12].Cl[C:22]1[C:31]2[C:26](=[CH:27][C:28]([O:34][CH3:35])=[C:29]([O:32][CH3:33])[CH:30]=2)[N:25]=[CH:24][CH:23]=1.C(=O)([O-])[O-].[Cs+].[Cs+]. (6) Given the product [Br:15][C:12]1[CH:11]=[C:6]([C:7]([O:9][CH3:10])=[O:8])[CH:5]=[C:4]2[C:13]=1[O:14][C:27]([N:28]1[CH2:33][CH2:32][O:31][CH2:30][CH2:29]1)=[CH:2][C:1]2=[O:3], predict the reactants needed to synthesize it. The reactants are: [C:1]([C:4]1[CH:5]=[C:6]([CH:11]=[C:12]([Br:15])[C:13]=1[OH:14])[C:7]([O:9][CH3:10])=[O:8])(=[O:3])[CH3:2].C([O+]([B-](F)(F)F)CC)C.[Cl-].Cl[C:27](Cl)=[N+:28]1[CH2:33][CH2:32][O:31][CH2:30][CH2:29]1.CCOCC.